Predict which catalyst facilitates the given reaction. From a dataset of Catalyst prediction with 721,799 reactions and 888 catalyst types from USPTO. (1) Reactant: [C:1]([CH:5]1[CH2:13][C:12]2[C:7](=[CH:8][C:9]([N+:14]([O-:16])=[O:15])=[CH:10][CH:11]=2)[NH:6]1)([CH3:4])([CH3:3])[CH3:2].C(C1C(=O)C(Cl)=C(Cl)C(=O)C=1C#N)#N. Product: [C:1]([C:5]1[NH:6][C:7]2[C:12]([CH:13]=1)=[CH:11][CH:10]=[C:9]([N+:14]([O-:16])=[O:15])[CH:8]=2)([CH3:4])([CH3:2])[CH3:3]. The catalyst class is: 12. (2) Product: [Cl:25][C:6]1[C:7]([CH:8]([CH2:13][CH2:14][CH3:15])[C:9]([O:11][CH3:12])=[O:10])=[C:2]([CH3:1])[N:3]=[C:4]([C:17]2[CH:22]=[CH:21][CH:20]=[CH:19][CH:18]=2)[N:5]=1. Reactant: [CH3:1][C:2]1[N:3]=[C:4]([C:17]2[CH:22]=[CH:21][CH:20]=[CH:19][CH:18]=2)[NH:5][C:6](=O)[C:7]=1[CH:8]([CH2:13][CH2:14][CH3:15])[C:9]([O:11][CH3:12])=[O:10].P(Cl)(Cl)([Cl:25])=O.CN(C)C1C=CC=CC=1. The catalyst class is: 11. (3) Reactant: [F:1][C:2]1[CH:3]=[CH:4][C:5]2[O:9][C:8]([C:10]3[C:19]([N:20]([CH:22]([CH3:24])[CH3:23])[CH3:21])=[N:18][C:17]4[C:12](=[CH:13][CH:14]=[C:15]([C:25]([O:27]C)=[O:26])[CH:16]=4)[N:11]=3)=[CH:7][C:6]=2[CH:29]=1.[OH-].[Na+]. Product: [F:1][C:2]1[CH:3]=[CH:4][C:5]2[O:9][C:8]([C:10]3[C:19]([N:20]([CH:22]([CH3:24])[CH3:23])[CH3:21])=[N:18][C:17]4[C:12](=[CH:13][CH:14]=[C:15]([C:25]([OH:27])=[O:26])[CH:16]=4)[N:11]=3)=[CH:7][C:6]=2[CH:29]=1. The catalyst class is: 24. (4) The catalyst class is: 289. Reactant: [Cl:1][C:2]1[CH:3]=[C:4]([NH:19][C:20]2[C:30]3[CH:29]=[C:28]([C:31](O)=[O:32])[CH2:27][CH2:26][NH:25][C:24]=3[N:23]=[CH:22][N:21]=2)[CH:5]=[CH:6][C:7]=1[O:8][C:9]1[CH:14]=[CH:13][CH:12]=[C:11]([C:15]([F:18])([F:17])[F:16])[CH:10]=1.[CH2:34]([NH2:40])[CH:35]1[O:39][CH2:38][CH2:37][CH2:36]1.Cl.C(N=C=NCCCN(C)C)C.O.ON1C2C=CC=CC=2N=N1. Product: [Cl:1][C:2]1[CH:3]=[C:4]([NH:19][C:20]2[C:30]3[CH:29]=[C:28]([C:31]([NH:40][CH2:34][CH:35]4[CH2:36][CH2:37][CH2:38][O:39]4)=[O:32])[CH2:27][CH2:26][NH:25][C:24]=3[N:23]=[CH:22][N:21]=2)[CH:5]=[CH:6][C:7]=1[O:8][C:9]1[CH:14]=[CH:13][CH:12]=[C:11]([C:15]([F:17])([F:18])[F:16])[CH:10]=1. (5) Reactant: [OH:1][C:2]1[C:3]([CH3:17])=[C:4]2[C:9](=[C:10]([CH3:13])[C:11]=1[CH3:12])[O:8][C:7](=[O:14])[CH2:6][C:5]2([CH3:16])[CH3:15].C1C(=O)N(Br)C(=[O:21])C1. Product: [CH3:15][C:5]([C:4]1[C:9](=[O:8])[C:10]([CH3:13])=[C:11]([CH3:12])[C:2](=[O:1])[C:3]=1[CH3:17])([CH3:16])[CH2:6][C:7]([OH:21])=[O:14]. The catalyst class is: 47.